Dataset: Reaction yield outcomes from USPTO patents with 853,638 reactions. Task: Predict the reaction yield, written as a fraction of the theoretical maximum amount of product (1.0 means a 100% yield; for example, 0.34 means a 34% yield). (1) The reactants are [N:1]12[CH2:8][CH2:7][C:4]([C:9]([C:17]3[CH:22]=[CH:21][CH:20]=[CH:19][CH:18]=3)([C:11]3[CH:16]=[CH:15][CH:14]=[CH:13][CH:12]=3)[OH:10])([CH2:5][CH2:6]1)[CH2:3][CH2:2]2.[C:23]1([CH2:29][O:30][CH2:31][CH2:32][CH2:33][Br:34])[CH:28]=[CH:27][CH:26]=[CH:25][CH:24]=1. The catalyst is CC#N. The product is [Br-:34].[OH:10][C:9]([C:17]1[CH:22]=[CH:21][CH:20]=[CH:19][CH:18]=1)([C:11]1[CH:12]=[CH:13][CH:14]=[CH:15][CH:16]=1)[C:4]12[CH2:5][CH2:6][N+:1]([CH2:33][CH2:32][CH2:31][O:30][CH2:29][C:23]3[CH:28]=[CH:27][CH:26]=[CH:25][CH:24]=3)([CH2:2][CH2:3]1)[CH2:8][CH2:7]2. The yield is 0.552. (2) The reactants are [NH2:1][C:2]1[CH:11]=[C:10]2[C:5]([C:6]([OH:12])=[N:7][CH:8]=[N:9]2)=[CH:4][CH:3]=1.[N:13]([O-])=O.[Na+].O.O.Cl[Sn]Cl.[CH3:22][C:23]([CH3:30])([CH3:29])[C:24](=O)[CH2:25][C:26]#[N:27]. The catalyst is Cl.O.CCO. The product is [NH2:27][C:26]1[N:1]([C:2]2[CH:11]=[C:10]3[C:5]([C:6](=[O:12])[NH:7][CH:8]=[N:9]3)=[CH:4][CH:3]=2)[N:13]=[C:24]([C:23]([CH3:30])([CH3:29])[CH3:22])[CH:25]=1. The yield is 0.480. (3) The reactants are [Cl:1][C:2]1[C:10]([F:11])=[CH:9][C:5]([C:6](Cl)=[O:7])=[C:4]([F:12])[CH:3]=1.[CH3:13][O:14][C:15]1[CH:20]=[C:19]([NH2:21])[CH:18]=[CH:17][N:16]=1.N1C=CC=CC=1.Cl. The catalyst is ClCCl. The product is [Cl:1][C:2]1[C:10]([F:11])=[CH:9][C:5]([C:6]([NH:21][C:19]2[CH:18]=[CH:17][N:16]=[C:15]([O:14][CH3:13])[CH:20]=2)=[O:7])=[C:4]([F:12])[CH:3]=1. The yield is 0.880. (4) The yield is 0.400. The catalyst is C(Cl)Cl. The reactants are Cl.Cl.[CH3:3][C:4]1([CH2:15][N:16]2[CH2:21][CH2:20][NH:19][CH2:18][CH2:17]2)[O:8][C:7]2=[N:9][C:10]([N+:12]([O-:14])=[O:13])=[CH:11][N:6]2[CH2:5]1.C(N(CC)CC)C.[Cl:29][C:30]1[CH:35]=[CH:34][C:33]([N:36]=[C:37]=[S:38])=[CH:32][CH:31]=1. The product is [Cl:29][C:30]1[CH:35]=[CH:34][C:33]([NH:36][C:37]([N:19]2[CH2:18][CH2:17][N:16]([CH2:15][C:4]3([CH3:3])[O:8][C:7]4=[N:9][C:10]([N+:12]([O-:14])=[O:13])=[CH:11][N:6]4[CH2:5]3)[CH2:21][CH2:20]2)=[S:38])=[CH:32][CH:31]=1. (5) The reactants are [C:1]([O:5][C:6]([N:8]1[CH2:12][CH2:11][CH2:10][C:9]1([CH:16]([C:18]1[CH:23]=[CH:22][C:21]([Cl:24])=[C:20]([Cl:25])[N:19]=1)[OH:17])[CH2:13][CH2:14][CH3:15])=[O:7])([CH3:4])([CH3:3])[CH3:2]. The catalyst is C(Cl)Cl. The product is [C:1]([O:5][C:6]([N:8]1[CH2:12][CH2:11][CH2:10][C:9]1([C:16]([C:18]1[CH:23]=[CH:22][C:21]([Cl:24])=[C:20]([Cl:25])[N:19]=1)=[O:17])[CH2:13][CH2:14][CH3:15])=[O:7])([CH3:2])([CH3:3])[CH3:4]. The yield is 0.980. (6) The reactants are C(NC(C)C)(C)C.C([Li])CCC.CCCCCC.CN1C(=O)N(C)CCC1.[CH:28]1([C:38]([O:40][CH3:41])=[O:39])[CH2:33][CH2:32][CH2:31][CH:30]([C:34]([O:36][CH3:37])=[O:35])[CH2:29]1.[I:42][CH2:43]I. The catalyst is C1COCC1. The product is [I:42][CH2:43][C:30]1([C:34]([O:36][CH3:37])=[O:35])[CH2:31][CH2:32][CH2:33][CH:28]([C:38]([O:40][CH3:41])=[O:39])[CH2:29]1. The yield is 0.680.